From a dataset of Forward reaction prediction with 1.9M reactions from USPTO patents (1976-2016). Predict the product of the given reaction. (1) Given the reactants [F:1][C:2]1[CH:12]=[C:11](F)[C:10]([N+:14]([O-:16])=[O:15])=[CH:9][C:3]=1[C:4]([O:6][CH2:7][CH3:8])=[O:5].[NH3:17].O, predict the reaction product. The product is: [NH2:17][C:11]1[C:10]([N+:14]([O-:16])=[O:15])=[CH:9][C:3]([C:4]([O:6][CH2:7][CH3:8])=[O:5])=[C:2]([F:1])[CH:12]=1. (2) The product is: [CH2:1]([O:5][CH2:6][CH2:7][O:8][C:9]1[CH:14]=[CH:13][C:12]([C:15]2[CH:20]=[CH:19][C:18]([N:21]3[CH2:25][CH2:24][CH:23]([CH3:26])[CH2:22]3)=[C:17](/[CH:27]=[CH:28]/[C:29]([NH:58][C:57]3[CH:59]=[CH:60][C:54]([S@:52]([CH2:51][C:50]4[N:46]([CH2:43][CH2:44][CH3:45])[CH:47]=[N:48][CH:49]=4)=[O:53])=[CH:55][CH:56]=3)=[O:30])[CH:16]=2)=[CH:11][CH:10]=1)[CH2:2][CH2:3][CH3:4]. Given the reactants [CH2:1]([O:5][CH2:6][CH2:7][O:8][C:9]1[CH:14]=[CH:13][C:12]([C:15]2[CH:20]=[CH:19][C:18]([N:21]3[CH2:25][CH2:24][CH:23]([CH3:26])[CH2:22]3)=[C:17](/[CH:27]=[CH:28]/[C:29](O)=[O:30])[CH:16]=2)=[CH:11][CH:10]=1)[CH2:2][CH2:3][CH3:4].CN(C=O)C.C(Cl)(=O)C(Cl)=O.[CH2:43]([N:46]1[C:50]([CH2:51][S@@:52]([C:54]2[CH:60]=[CH:59][C:57]([NH2:58])=[CH:56][CH:55]=2)=[O:53])=[CH:49][N:48]=[CH:47]1)[CH2:44][CH3:45], predict the reaction product. (3) Given the reactants [C:1](OC)(=[O:10])[CH2:2][CH2:3][CH2:4][CH2:5][CH2:6][CH2:7][CH2:8][CH3:9].[C:13]([O:26]C)(=[O:25])[CH2:14][CH2:15][CH2:16][CH2:17][CH2:18][CH2:19][CH2:20][C:21]([O:23]C)=O, predict the reaction product. The product is: [OH:23][CH:21]([CH:1]([OH:10])[CH2:2][CH2:3][CH2:4][CH2:5][CH2:6][CH2:7][CH2:8][CH3:9])[CH2:20][CH2:19][CH2:18][CH2:17][CH2:16][CH2:15][CH2:14][C:13]([OH:26])=[O:25]. (4) Given the reactants [CH2:1]([C:3]1[CH:8]=[CH:7][C:6]([F:9])=[CH:5][CH:4]=1)[CH3:2].CN(CCN(CCN(C)C)C)C.C([Li])CCC.CN([CH:30]=[O:31])C, predict the reaction product. The product is: [CH2:1]([C:3]1[CH:4]=[CH:5][C:6]([F:9])=[C:7]([CH:8]=1)[CH:30]=[O:31])[CH3:2]. (5) Given the reactants Cl[C:2]1[N:7]=[C:6]([C:8]2[N:12]3[CH:13]=[CH:14][CH:15]=[CH:16][C:11]3=[N:10][C:9]=2[C:17]2[CH:18]=[C:19]([CH:31]=[CH:32][CH:33]=2)[C:20]([NH:22][C:23]2[C:28]([F:29])=[CH:27][CH:26]=[CH:25][C:24]=2[F:30])=[O:21])[CH:5]=[CH:4][N:3]=1.[CH3:34][O:35][C:36]1[CH:41]=[C:40]([C@H:42]2[CH2:47][CH2:46][C@@H:45]([N:48]3[CH2:53][CH2:52][N:51]([CH2:54][CH2:55][S:56]([CH3:59])(=[O:58])=[O:57])[CH2:50][CH2:49]3)[CH2:44][CH2:43]2)[CH:39]=[CH:38][C:37]=1[NH2:60].Cl.O1CCOCC1.C[O-].[Na+], predict the reaction product. The product is: [F:30][C:24]1[CH:25]=[CH:26][CH:27]=[C:28]([F:29])[C:23]=1[NH:22][C:20](=[O:21])[C:19]1[CH:31]=[CH:32][CH:33]=[C:17]([C:9]2[N:10]=[C:11]3[CH:16]=[CH:15][CH:14]=[CH:13][N:12]3[C:8]=2[C:6]2[CH:5]=[CH:4][N:3]=[C:2]([NH:60][C:37]3[CH:38]=[CH:39][C:40]([C@H:42]4[CH2:43][CH2:44][C@@H:45]([N:48]5[CH2:49][CH2:50][N:51]([CH2:54][CH2:55][S:56]([CH3:59])(=[O:58])=[O:57])[CH2:52][CH2:53]5)[CH2:46][CH2:47]4)=[CH:41][C:36]=3[O:35][CH3:34])[N:7]=2)[CH:18]=1. (6) Given the reactants [Br:1][C:2]1[C:7]([F:8])=[CH:6][C:5]([NH:9][C:10](=[O:15])[C:11]([CH3:14])([CH3:13])[CH3:12])=[C:4]([C:16]2[CH:21]=[CH:20][CH:19]=[CH:18][N:17]=2)[CH:3]=1.[N+:22]([O-])([OH:24])=[O:23], predict the reaction product. The product is: [Br:1][C:2]1[CH:3]=[C:4]([C:16]2[CH:21]=[CH:20][CH:19]=[CH:18][N:17]=2)[C:5]([NH:9][C:10](=[O:15])[C:11]([CH3:12])([CH3:13])[CH3:14])=[C:6]([N+:22]([O-:24])=[O:23])[C:7]=1[F:8]. (7) The product is: [CH3:15][CH:14]([N:5]1[C:1](=[O:11])[C:2]2[C:3](=[CH:7][CH:8]=[CH:9][CH:10]=2)[C:4]1=[O:6])[CH2:13][C:12]#[CH:17]. Given the reactants [C:1]1(=[O:11])[NH:5][C:4](=[O:6])[C:3]2=[CH:7][CH:8]=[CH:9][CH:10]=[C:2]12.[CH:12]1[CH:17]=C[C:15](P([C:13]2[CH:14]=[CH:15]C=[CH:17][CH:12]=2)[C:13]2[CH:14]=[CH:15]C=[CH:17][CH:12]=2)=[CH:14][CH:13]=1.OC(C)CC#C.CC(OC(/N=N/C(OC(C)C)=O)=O)C, predict the reaction product. (8) The product is: [F:17][C:18]1[N:23]=[CH:22][C:21]([C:2]2[CH:7]=[N:6][C:5]([C:8]3[CH:13]=[CH:12][CH:11]=[CH:10][CH:9]=3)=[C:4]([N+:14]([O-:16])=[O:15])[CH:3]=2)=[CH:20][CH:19]=1. Given the reactants Br[C:2]1[CH:3]=[C:4]([N+:14]([O-:16])=[O:15])[C:5]([C:8]2[CH:13]=[CH:12][CH:11]=[CH:10][CH:9]=2)=[N:6][CH:7]=1.[F:17][C:18]1[N:23]=[CH:22][C:21](B(O)O)=[CH:20][CH:19]=1.C(=O)([O-])[O-].[K+].[K+].O, predict the reaction product. (9) Given the reactants [NH2:1][CH:2]1[CH2:6][CH2:5][N:4]([CH3:7])[C:3]1=[O:8].S([O-])([O-])(=O)=O.[Mg+2].[CH3:15][C:16]1[N:21]=[C:20]([CH:22]=O)[CH:19]=[CH:18][CH:17]=1.[CH:24](S(C1C=CC=CC=1)(=O)=O)=[CH2:25].CC(C)([O-])C.[K+].C(O)(=O)C, predict the reaction product. The product is: [CH3:7][N:4]1[C:3](=[O:8])[C:2]2([CH2:25][CH2:24][C:22]([C:20]3[CH:19]=[CH:18][CH:17]=[C:16]([CH3:15])[N:21]=3)=[N:1]2)[CH2:6][CH2:5]1.